Dataset: Forward reaction prediction with 1.9M reactions from USPTO patents (1976-2016). Task: Predict the product of the given reaction. (1) Given the reactants CC1C=CC(S(O[CH2:12][CH:13]2[O:18][C:17]3[CH:19]=[C:20]([F:24])[CH:21]=[C:22]([F:23])[C:16]=3[O:15][CH2:14]2)(=O)=O)=CC=1.[CH2:25]([NH2:28])[CH:26]=[CH2:27], predict the reaction product. The product is: [F:23][C:22]1[C:16]2[O:15][CH2:14][CH:13]([CH2:12][NH:28][CH2:25][CH:26]=[CH2:27])[O:18][C:17]=2[CH:19]=[C:20]([F:24])[CH:21]=1. (2) Given the reactants FC(F)(F)C([O-])=O.[C:8]([O:11][C@@:12]1([CH2:44][CH3:45])[C:17]2[CH:18]=[C:19]3[N:27]([C:28](=[O:29])[C:16]=2[CH2:15][O:14][C:13]1=[O:43])[CH2:26][C:25]1[C:24]([CH2:30][CH2:31][Si:32]([CH3:38])([CH3:37])[CH2:33][CH2:34][CH2:35][NH3+:36])=[C:23]2[CH:39]=[CH:40][CH:41]=[CH:42][C:22]2=[N:21][C:20]3=1)(=[O:10])[CH3:9].[C:46]1([N:52]=[C:53]=[O:54])[CH:51]=[CH:50][CH:49]=[CH:48][CH:47]=1, predict the reaction product. The product is: [CH3:38][Si:32]([CH3:37])([CH2:33][CH2:34][CH2:35][NH:36][C:53]([NH:52][C:46]1[CH:51]=[CH:50][CH:49]=[CH:48][CH:47]=1)=[O:54])[CH2:31][CH2:30][C:24]1[C:25]2[CH2:26][N:27]3[C:19](=[CH:18][C:17]4[C@@:12]([O:11][C:8](=[O:10])[CH3:9])([CH2:44][CH3:45])[C:13](=[O:43])[O:14][CH2:15][C:16]=4[C:28]3=[O:29])[C:20]=2[N:21]=[C:22]2[CH:42]=[CH:41][CH:40]=[CH:39][C:23]=12. (3) Given the reactants Br[C:2]1[C:3]([CH3:20])=[C:4]([CH:17]=[CH:18][CH:19]=1)[C:5]([NH:7][CH2:8][CH2:9][CH2:10][CH2:11][CH2:12][C:13]([O:15][CH3:16])=[O:14])=[O:6].C(=O)([O-])[O-].[Na+].[Na+].[CH3:27][O:28][C:29]1[CH:34]=[C:33]([O:35][CH3:36])[CH:32]=[CH:31][C:30]=1B(O)O, predict the reaction product. The product is: [CH3:20][C:3]1[C:2]([C:32]2[CH:31]=[CH:30][C:29]([O:28][CH3:27])=[CH:34][C:33]=2[O:35][CH3:36])=[CH:19][CH:18]=[CH:17][C:4]=1[C:5]([NH:7][CH2:8][CH2:9][CH2:10][CH2:11][CH2:12][C:13]([O:15][CH3:16])=[O:14])=[O:6]. (4) The product is: [OH:25][CH:22]([CH2:23][OH:24])[CH2:21][NH:20][C:2]1[N:7]2[N:8]=[C:9]([NH:11][C:12](=[O:19])[C:13]3[CH:18]=[CH:17][CH:16]=[CH:15][CH:14]=3)[N:10]=[C:6]2[CH:5]=[CH:4][CH:3]=1. Given the reactants Cl[C:2]1[N:7]2[N:8]=[C:9]([NH:11][C:12](=[O:19])[C:13]3[CH:18]=[CH:17][CH:16]=[CH:15][CH:14]=3)[N:10]=[C:6]2[CH:5]=[CH:4][CH:3]=1.[NH2:20][CH2:21][CH:22]([OH:25])[CH2:23][OH:24], predict the reaction product.